This data is from Forward reaction prediction with 1.9M reactions from USPTO patents (1976-2016). The task is: Predict the product of the given reaction. (1) Given the reactants [Cl:1][C:2]1[CH:3]=[C:4]([CH:9]=[CH:10][C:11]=1[NH:12][CH3:13])[C:5]([O:7][CH3:8])=[O:6].CN(C)C=O.[H-].[Na+].[Br:21][C:22]1[CH:23]=[CH:24][C:25]2[C:31]3[S:32][C:33]([C:35](Cl)=[O:36])=[CH:34][C:30]=3[CH2:29][CH2:28][O:27][C:26]=2[CH:38]=1, predict the reaction product. The product is: [Br:21][C:22]1[CH:23]=[CH:24][C:25]2[C:31]3[S:32][C:33]([C:35]([N:12]([C:11]4[CH:10]=[CH:9][C:4]([C:5]([O:7][CH3:8])=[O:6])=[CH:3][C:2]=4[Cl:1])[CH3:13])=[O:36])=[CH:34][C:30]=3[CH2:29][CH2:28][O:27][C:26]=2[CH:38]=1. (2) Given the reactants Cl.COC(=O)C(NS(C1C=CC2C(=CC=CC=2)C=1)(=O)=O)CC1C=C2C(=CC=1)C(N)=NC=C2.Cl.Cl.[CH3:35][O:36][C:37](=[O:52])[CH:38]([NH2:51])[CH2:39][C:40]1[CH:49]=[C:48]2[C:43]([CH:44]=[CH:45][N:46]=[C:47]2[NH2:50])=[CH:42][CH:41]=1.[CH3:53][O:54][C:55]1[CH:64]=[C:63]2[C:58]([CH:59]=[CH:60][C:61]([S:65](Cl)(=[O:67])=[O:66])=[CH:62]2)=[CH:57][CH:56]=1, predict the reaction product. The product is: [CH3:35][O:36][C:37](=[O:52])[CH:38]([NH:51][S:65]([C:61]1[CH:60]=[CH:59][C:58]2[C:63](=[CH:64][C:55]([O:54][CH3:53])=[CH:56][CH:57]=2)[CH:62]=1)(=[O:67])=[O:66])[CH2:39][C:40]1[CH:49]=[C:48]2[C:43]([CH:44]=[CH:45][N:46]=[C:47]2[NH2:50])=[CH:42][CH:41]=1. (3) Given the reactants [N+:1]([C:4]1[CH:5]=[CH:6][C:7]([O:12][CH2:13][CH2:14][N:15]2[CH2:19][CH2:18][CH2:17][CH2:16]2)=[C:8]([CH:11]=1)[C:9]#[N:10])([O-])=O, predict the reaction product. The product is: [NH2:1][C:4]1[CH:5]=[CH:6][C:7]([O:12][CH2:13][CH2:14][N:15]2[CH2:16][CH2:17][CH2:18][CH2:19]2)=[C:8]([CH:11]=1)[C:9]#[N:10].